Predict the product of the given reaction. From a dataset of Forward reaction prediction with 1.9M reactions from USPTO patents (1976-2016). (1) The product is: [ClH:30].[ClH:30].[NH2:58][CH:59]1[CH2:60][CH2:61][N:62]([C:38](=[O:39])[CH2:37][C@H:21]2[O:20][C@H:19]([C:15]3[CH:16]=[CH:17][CH:18]=[C:13]([O:12][CH2:11][CH2:10][CH2:9][NH:8][CH2:43][CH2:44][CH2:45][C:46]4[CH:47]=[CH:48][CH:49]=[CH:50][CH:51]=4)[C:14]=3[O:41][CH3:42])[C:25]3[CH:26]=[C:27]([Cl:30])[CH:28]=[CH:29][C:24]=3[N:23]([CH2:31][C:32]([CH3:33])([CH3:34])[CH3:35])[C:22]2=[O:36])[CH2:63][CH2:64]1. Given the reactants C(OC([N:8]([CH2:43][CH2:44][CH2:45][C:46]1[CH:51]=[CH:50][CH:49]=[CH:48][CH:47]=1)[CH2:9][CH2:10][CH2:11][O:12][C:13]1[C:14]([O:41][CH3:42])=[C:15]([C@@H:19]2[C:25]3[CH:26]=[C:27]([Cl:30])[CH:28]=[CH:29][C:24]=3[N:23]([CH2:31][C:32]([CH3:35])([CH3:34])[CH3:33])[C:22](=[O:36])[C@@H:21]([CH2:37][C:38](O)=[O:39])[O:20]2)[CH:16]=[CH:17][CH:18]=1)=O)(C)(C)C.C(OC(=O)[NH:58][CH:59]1[CH2:64][CH2:63][NH:62][CH2:61][CH2:60]1)(C)(C)C, predict the reaction product. (2) Given the reactants [Cl:1][C:2]1[C:7]([N+:8]([O-:10])=[O:9])=[CH:6][C:5]([O:11]S(C=C)(=O)=O)=[C:4]([CH3:17])[CH:3]=1.C(=O)([O-])[O-].[K+].[K+].C(O)(=O)CC(CC(O)=O)(C(O)=O)O, predict the reaction product. The product is: [Cl:1][C:2]1[C:7]([N+:8]([O-:10])=[O:9])=[CH:6][C:5]([OH:11])=[C:4]([CH3:17])[CH:3]=1. (3) Given the reactants [CH3:1][S:2]([C:5]1[CH:6]=[C:7]2[CH:13]=[C:12]([C:14]3[CH:19]=[CH:18][CH:17]=[CH:16][N:15]=3)[NH:11][C:8]2=[N:9][CH:10]=1)(=[O:4])=[O:3].[F:20][C:21]1[CH:28]=[CH:27][C:24]([CH2:25]Br)=[CH:23][CH:22]=1.C(=O)([O-])O.[Na+], predict the reaction product. The product is: [CH3:1][S:2]([C:5]1[CH:6]=[C:7]2[CH:13]=[C:12]([C:14]3[CH:19]=[CH:18][CH:17]=[CH:16][N:15]=3)[N:11]([CH2:25][C:24]3[CH:27]=[CH:28][C:21]([F:20])=[CH:22][CH:23]=3)[C:8]2=[N:9][CH:10]=1)(=[O:4])=[O:3]. (4) Given the reactants [Cl:1][C:2]1[CH:10]=[C:9]2[C:5]([CH2:6][C:7](=[O:27])[N:8]2[CH:11]([CH2:21][CH:22]2[CH2:26][CH2:25][CH2:24][CH2:23]2)[C:12]([NH:14][C:15]2C=NC=C[N:16]=2)=[O:13])=[CH:4][CH:3]=1.S(Cl)(Cl)=O, predict the reaction product. The product is: [Cl:1][C:2]1[CH:10]=[C:9]2[C:5]([CH2:6][C:7](=[O:27])[N:8]2[CH:11]([CH2:21][CH:22]2[CH2:26][CH2:25][CH2:24][CH2:23]2)[C:12]([NH:14][C:15]2[CH:6]=[CH:7][N:8]([CH3:9])[N:16]=2)=[O:13])=[CH:4][CH:3]=1. (5) Given the reactants [Cl:1][C:2]1[CH:17]=[C:16]([N+:18]([O-:20])=[O:19])[CH:15]=[CH:14][C:3]=1[O:4][C:5]1[CH:6]=[C:7]([CH:11]=[CH:12][CH:13]=1)[C:8]([OH:10])=O.[NH2:21][CH2:22][C:23]([CH3:26])([OH:25])[CH3:24].ON1C2C=CC=CC=2N=N1.Cl.C(N=C=NCCCN(C)C)C, predict the reaction product. The product is: [Cl:1][C:2]1[CH:17]=[C:16]([N+:18]([O-:20])=[O:19])[CH:15]=[CH:14][C:3]=1[O:4][C:5]1[CH:6]=[C:7]([CH:11]=[CH:12][CH:13]=1)[C:8]([NH:21][CH2:22][C:23]([OH:25])([CH3:26])[CH3:24])=[O:10]. (6) Given the reactants C(O[BH-](OC(=O)C)OC(=O)C)(=O)C.[Na+].[ClH:15].Cl.[CH:17]([CH:30]1[CH2:35][NH:34][CH2:33][CH2:32][NH:31]1)([C:24]1[CH:29]=[CH:28][CH:27]=[CH:26][CH:25]=1)[C:18]1[CH:23]=[CH:22][CH:21]=[CH:20][CH:19]=1.C(N(CC)C(C)C)(C)C.[CH3:45][O:46][C:47]1[CH:54]=[CH:53][C:52]([N:55]2[C:59]([C:60]([F:63])([F:62])[F:61])=[N:58][N:57]=[N:56]2)=[CH:51][C:48]=1[CH:49]=O, predict the reaction product. The product is: [ClH:15].[ClH:15].[CH:17]([CH:30]1[NH:31][CH2:32][CH2:33][N:34]([CH2:49][C:48]2[CH:51]=[C:52]([N:55]3[C:59]([C:60]([F:63])([F:62])[F:61])=[N:58][N:57]=[N:56]3)[CH:53]=[CH:54][C:47]=2[O:46][CH3:45])[CH2:35]1)([C:24]1[CH:29]=[CH:28][CH:27]=[CH:26][CH:25]=1)[C:18]1[CH:19]=[CH:20][CH:21]=[CH:22][CH:23]=1. (7) Given the reactants [OH-:1].[Li+].[OH:3][C:4]1[C:9]([OH:10])=[C:8]([OH:11])[CH:7]=[CH:6][C:5]=1[C:12](=[O:14])[CH3:13].Cl.B(Br)(Br)Br, predict the reaction product. The product is: [OH:11][C:8]1[C:9]([OH:10])=[C:4]2[C:5]([C:12](=[O:14])[CH:13]=[C:12]([C:5]3[CH:6]=[CH:7][C:8]([OH:1])=[C:9]([OH:10])[CH:4]=3)[O:3]2)=[CH:6][CH:7]=1.